Dataset: Full USPTO retrosynthesis dataset with 1.9M reactions from patents (1976-2016). Task: Predict the reactants needed to synthesize the given product. (1) The reactants are: [C:1]1([CH2:7][NH2:8])[CH:6]=[CH:5][CH:4]=[CH:3][CH:2]=1.Cl[C:10]1[CH:15]=[C:14]([C:16]2[CH:21]=[CH:20][CH:19]=[CH:18][CH:17]=2)[N:13]=[C:12]([NH2:22])[N:11]=1. Given the product [CH2:7]([NH:8][C:10]1[CH:15]=[C:14]([C:16]2[CH:21]=[CH:20][CH:19]=[CH:18][CH:17]=2)[N:13]=[C:12]([NH2:22])[N:11]=1)[C:1]1[CH:6]=[CH:5][CH:4]=[CH:3][CH:2]=1, predict the reactants needed to synthesize it. (2) Given the product [C:39]([CH2:38][CH2:37][NH:36][S:33]([C:29]1[CH:30]=[CH:31][CH:32]=[C:27]([C:2]#[C:1][C:3]2[CH:4]=[N:5][N:6]3[C:11]([C:12]([F:14])([F:13])[F:15])=[CH:10][C:9]([C:16]4[CH:21]=[CH:20][C:19]([C:22]([F:25])([F:24])[F:23])=[CH:18][CH:17]=4)=[N:8][C:7]=23)[CH:28]=1)(=[O:34])=[O:35])#[N:40], predict the reactants needed to synthesize it. The reactants are: [C:1]([C:3]1[CH:4]=[N:5][N:6]2[C:11]([C:12]([F:15])([F:14])[F:13])=[CH:10][C:9]([C:16]3[CH:21]=[CH:20][C:19]([C:22]([F:25])([F:24])[F:23])=[CH:18][CH:17]=3)=[N:8][C:7]=12)#[CH:2].Br[C:27]1[CH:28]=[C:29]([S:33]([NH:36][CH2:37][CH2:38][C:39]#[N:40])(=[O:35])=[O:34])[CH:30]=[CH:31][CH:32]=1.